From a dataset of Catalyst prediction with 721,799 reactions and 888 catalyst types from USPTO. Predict which catalyst facilitates the given reaction. (1) Reactant: Br[CH:2]([C:16]1[CH:21]=[CH:20][CH:19]=[CH:18][CH:17]=1)[C:3]([C:5]1[CH:15]=[CH:14][C:8]2[O:9][CH2:10][C:11](=[O:13])[NH:12][C:7]=2[CH:6]=1)=O.[N:22]1[CH:27]=[CH:26][CH:25]=[CH:24][C:23]=1[NH2:28].O.C1(C)C=CC(S(O)(=O)=O)=CC=1. Product: [C:16]1([C:2]2[N:28]=[C:23]3[CH:24]=[CH:25][CH:26]=[CH:27][N:22]3[C:3]=2[C:5]2[CH:15]=[CH:14][C:8]3[O:9][CH2:10][C:11](=[O:13])[NH:12][C:7]=3[CH:6]=2)[CH:21]=[CH:20][CH:19]=[CH:18][CH:17]=1. The catalyst class is: 23. (2) Reactant: [F:1][CH:2]([F:40])[C:3]1[N:7]([C:8]2[N:13]=[C:12]([N:14]3[CH2:19][CH2:18][O:17][CH2:16][CH2:15]3)[N:11]=[C:10]([NH:20][CH:21]3[CH2:26][CH2:25][N:24](C(OC(C)(C)C)=O)[CH2:23][CH2:22]3)[N:9]=2)[C:6]2[CH:34]=[CH:35][CH:36]=[C:37]([O:38][CH3:39])[C:5]=2[N:4]=1.C(O)(C(F)(F)F)=O. Product: [F:40][CH:2]([F:1])[C:3]1[N:7]([C:8]2[N:13]=[C:12]([N:14]3[CH2:15][CH2:16][O:17][CH2:18][CH2:19]3)[N:11]=[C:10]([NH:20][CH:21]3[CH2:26][CH2:25][NH:24][CH2:23][CH2:22]3)[N:9]=2)[C:6]2[CH:34]=[CH:35][CH:36]=[C:37]([O:38][CH3:39])[C:5]=2[N:4]=1. The catalyst class is: 2. (3) Reactant: [OH-].[Na+].[CH3:3][C@:4]12[C:11]3[CH:12]=[C:13]([O:16]C(NC)=O)[CH:14]=[CH:15][C:10]=3[N:9]([CH3:21])[C@H:8]1[N:7]([CH3:22])[CH2:6][CH2:5]2.C1C=CC(O)=C(C(O)=O)C=1.COC(C)(C)C.S(S([O-])=O)([O-])(=O)=O.[Na+].[Na+]. Product: [CH3:3][C@@:4]12[C:11]3[CH:12]=[C:13]([OH:16])[CH:14]=[CH:15][C:10]=3[N:9]([CH3:21])[C@@H:8]1[N:7]([CH3:22])[CH2:6][CH2:5]2. The catalyst class is: 6. (4) Reactant: Cl[C:2]1[C:10]([F:11])=[CH:9][C:5]([C:6]([NH2:8])=[O:7])=[C:4]([NH:12][C:13]2[CH:18]=[CH:17][C:16]([F:19])=[CH:15][CH:14]=2)[N:3]=1.[NH:20]1[CH2:25][CH2:24][CH2:23][CH2:22][CH2:21]1. Product: [F:11][C:10]1[C:2]([N:20]2[CH2:25][CH2:24][CH2:23][CH2:22][CH2:21]2)=[N:3][C:4]([NH:12][C:13]2[CH:18]=[CH:17][C:16]([F:19])=[CH:15][CH:14]=2)=[C:5]([CH:9]=1)[C:6]([NH2:8])=[O:7]. The catalyst class is: 2. (5) Reactant: C[O:2][C:3](=[O:33])[C:4]1[CH:9]=[CH:8][C:7]([C:10]2[CH2:14][C:13]([C:19]3[CH:24]=[C:23]([Cl:25])[CH:22]=[C:21]([Cl:26])[CH:20]=3)([C:15]([F:18])([F:17])[F:16])[O:12][N:11]=2)=[CH:6][C:5]=1[C:27]1[CH:32]=[CH:31][CH:30]=[CH:29][CH:28]=1.[OH-].[Na+]. Product: [Cl:26][C:21]1[CH:20]=[C:19]([C:13]2([C:15]([F:17])([F:16])[F:18])[O:12][N:11]=[C:10]([C:7]3[CH:8]=[CH:9][C:4]([C:3]([OH:33])=[O:2])=[C:5]([C:27]4[CH:32]=[CH:31][CH:30]=[CH:29][CH:28]=4)[CH:6]=3)[CH2:14]2)[CH:24]=[C:23]([Cl:25])[CH:22]=1. The catalyst class is: 40. (6) Reactant: [O:1]=[C:2]1[CH2:7][CH2:6][CH:5]([C:8]([OH:10])=[O:9])[CH2:4][CH2:3]1.C(=O)([O-])[O-].[K+].[K+].[CH2:17](Br)[C:18]1[CH:23]=[CH:22][CH:21]=[CH:20][CH:19]=1. Product: [C:18]1([CH2:17][O:9][C:8]([CH:5]2[CH2:6][CH2:7][C:2](=[O:1])[CH2:3][CH2:4]2)=[O:10])[CH:23]=[CH:22][CH:21]=[CH:20][CH:19]=1. The catalyst class is: 21. (7) Reactant: Cl[C:2]1[CH:3]=[C:4]([CH:8]=[CH:9][N:10]=1)[C:5]([OH:7])=[O:6].[CH2:11]([OH:18])[C:12]1[CH:17]=[CH:16][CH:15]=[CH:14][CH:13]=1.[H-].[Na+].C1OCCOCCOCCOCCOCCOC1. Product: [C:12]1([CH2:11][O:18][C:2]2[CH:3]=[C:4]([C:5]([OH:7])=[O:6])[CH:8]=[CH:9][N:10]=2)[CH:17]=[CH:16][CH:15]=[CH:14][CH:13]=1. The catalyst class is: 11. (8) Product: [CH3:21][O:20][C:17]1[CH:18]=[CH:19][C:14]([C@H:12]([N:7]2[CH:6]([CH3:22])[C:5]3[C:9](=[CH:10][C:2]([C:32]4[CH:31]=[N:30][N:29]([CH:24]5[CH2:25][CH2:26][CH2:27][CH2:28][O:23]5)[CH:33]=4)=[CH:3][CH:4]=3)[C:8]2=[O:11])[CH3:13])=[CH:15][CH:16]=1. Reactant: Br[C:2]1[CH:10]=[C:9]2[C:5]([CH:6]([CH3:22])[N:7]([C@@H:12]([C:14]3[CH:19]=[CH:18][C:17]([O:20][CH3:21])=[CH:16][CH:15]=3)[CH3:13])[C:8]2=[O:11])=[CH:4][CH:3]=1.[O:23]1[CH2:28][CH2:27][CH2:26][CH2:25][CH:24]1[N:29]1[CH:33]=[C:32](B2OC(C)(C)C(C)(C)O2)[CH:31]=[N:30]1.C(=O)([O-])[O-].[K+].[K+].O1CCOCC1. The catalyst class is: 6. (9) The catalyst class is: 22. Reactant: [CH2:1]([NH:8][CH2:9][CH2:10][NH:11][C:12](=[O:18])[O:13][C:14]([CH3:17])([CH3:16])[CH3:15])[C:2]1[CH:7]=[CH:6][CH:5]=[CH:4][CH:3]=1.I[CH3:20]. Product: [CH2:1]([N:8]([CH2:9][CH2:10][NH:11][C:12](=[O:18])[O:13][C:14]([CH3:15])([CH3:17])[CH3:16])[CH3:20])[C:2]1[CH:7]=[CH:6][CH:5]=[CH:4][CH:3]=1.